Dataset: Forward reaction prediction with 1.9M reactions from USPTO patents (1976-2016). Task: Predict the product of the given reaction. (1) Given the reactants C([Li])CCC.CCCCCC.[NH2:12][C:13]([O:15][CH2:16][C@@H:17]1[CH2:22][C:21]([C:23]2[N:24]=[C:25]([SH:28])[S:26][CH:27]=2)=[CH:20][CH2:19][N:18]1[C:29]([O:31][CH2:32][CH:33]=[CH2:34])=[O:30])=[O:14].O(P(OC1C=CC=CC=1)O[C:44]1[C@H:50]([CH3:51])[C@H:49]2[N:46]([C:47](=[O:59])[C@@H:48]2[C@H:52]([O:54][Si:55]([CH3:58])([CH3:57])[CH3:56])[CH3:53])[C:45]=1[C:60]([O:62][CH2:63][CH:64]=[CH2:65])=[O:61])C1C=CC=CC=1.C(#N)C, predict the reaction product. The product is: [CH2:32]([O:31][C:29]([N:18]1[CH2:19][CH:20]=[C:21]([C:23]2[N:24]=[C:25]([S:28][C:44]3[C@H:50]([CH3:51])[C@H:49]4[N:46]([C:47](=[O:59])[C@@H:48]4[C@H:52]([O:54][Si:55]([CH3:56])([CH3:57])[CH3:58])[CH3:53])[C:45]=3[C:60]([O:62][CH2:63][CH:64]=[CH2:65])=[O:61])[S:26][CH:27]=2)[CH2:22][C@H:17]1[CH2:16][O:15][C:13]([NH2:12])=[O:14])=[O:30])[CH:33]=[CH2:34]. (2) Given the reactants C([O:3][CH:4](OCC)[CH:5]=[CH2:6])C.C12BC(CCC1)CCC2.Br[C:20]1[CH:21]=[CH:22][C:23]2[O:24][CH2:25][CH:26]([CH3:30])[NH:27][C:28]=2[N:29]=1.C1(P(C2CCCCC2)C2CCCCC2)CCCCC1.C(=O)([O-])[O-].[K+].[K+].O, predict the reaction product. The product is: [CH3:30][CH:26]1[CH2:25][O:24][C:23]2[CH:22]=[CH:21][C:20]([CH2:6][CH2:5][CH:4]=[O:3])=[N:29][C:28]=2[NH:27]1. (3) Given the reactants [C:1]([O:5][C:6]([N:8]1[CH2:13][CH2:12][C@H:11]([OH:14])[CH2:10][C@@H:9]1[CH3:15])=[O:7])([CH3:4])([CH3:3])[CH3:2].[H-].[Na+].[Br:18][C:19]1[CH:24]=[CH:23][CH:22]=[C:21](F)[CH:20]=1, predict the reaction product. The product is: [C:1]([O:5][C:6]([N:8]1[CH2:13][CH2:12][C@H:11]([O:14][C:21]2[CH:22]=[CH:23][CH:24]=[C:19]([Br:18])[CH:20]=2)[CH2:10][C@@H:9]1[CH3:15])=[O:7])([CH3:4])([CH3:2])[CH3:3]. (4) Given the reactants ClC1N=C(Cl)C([CH2:9][NH:10][C:11]2[CH:16]=[CH:15][C:14](OC)=[CH:13][CH:12]=2)=CN=1.C[O:20]C(C)(C)C, predict the reaction product. The product is: [C:11]1([N:10]=[C:9]=[O:20])[CH:16]=[CH:15][CH:14]=[CH:13][CH:12]=1. (5) Given the reactants [NH2:1][C:2]1[CH:3]=[C:4]2[C:8](=[CH:9][CH:10]=1)[NH:7][C:6](=[O:11])[CH2:5]2.C[N:13](C)[CH:14]=[O:15].C[Si](N=C=O)(C)C, predict the reaction product. The product is: [NH:1]([C:2]1[CH:3]=[C:4]2[C:8](=[CH:9][CH:10]=1)[NH:7][C:6](=[O:11])[CH2:5]2)[C:14]([NH2:13])=[O:15]. (6) Given the reactants [N:1]1[C:10]2[C:5](=[CH:6][CH:7]=[C:8]([C:11](OC)=[O:12])[CH:9]=2)[CH:4]=[CH:3][CH:2]=1.N[C@@H](C1C=NC(C)=CC=1)CCO.C1(C)C=CC=CC=1, predict the reaction product. The product is: [N:1]1[C:10]2[C:5](=[CH:6][CH:7]=[C:8]([CH2:11][OH:12])[CH:9]=2)[CH:4]=[CH:3][CH:2]=1.